This data is from Forward reaction prediction with 1.9M reactions from USPTO patents (1976-2016). The task is: Predict the product of the given reaction. (1) Given the reactants [Br:1][C:2]1[NH:6][CH:5]=[N:4][CH:3]=1.[H-].[Na+].[CH3:9][Si:10]([CH2:13][CH2:14][O:15][CH2:16]Cl)([CH3:12])[CH3:11], predict the reaction product. The product is: [Br:1][C:2]1[N:6]=[CH:5][N:4]([CH2:16][O:15][CH2:14][CH2:13][Si:10]([CH3:12])([CH3:11])[CH3:9])[CH:3]=1. (2) Given the reactants [CH3:1][O:2][C:3]1[CH:4]=[C:5]([NH:9][NH2:10])[CH:6]=[CH:7][CH:8]=1.[F:11][C:12]([F:19])([F:18])[C:13](=O)[CH2:14][C:15]#[N:16].Cl, predict the reaction product. The product is: [F:11][C:12]([F:19])([F:18])[C:13]1[CH:14]=[C:15]([NH2:16])[N:9]([C:5]2[CH:6]=[CH:7][CH:8]=[C:3]([O:2][CH3:1])[CH:4]=2)[N:10]=1. (3) Given the reactants C(C1NC=CN=1)(C1[NH:4]C=CN=1)=O.[Si:13]([O:20][CH2:21][CH:22]=[C:23]1[C:28]2[CH:29]=[C:30]([C:32](O)=[O:33])[S:31][C:27]=2[CH2:26][CH2:25][C:24]1([F:36])[F:35])([C:16]([CH3:19])([CH3:18])[CH3:17])([CH3:15])[CH3:14].N.O1CCOCC1, predict the reaction product. The product is: [Si:13]([O:20][CH2:21][CH:22]=[C:23]1[C:28]2[CH:29]=[C:30]([C:32]([NH2:4])=[O:33])[S:31][C:27]=2[CH2:26][CH2:25][C:24]1([F:36])[F:35])([C:16]([CH3:19])([CH3:18])[CH3:17])([CH3:15])[CH3:14]. (4) Given the reactants [OH:1][C:2]1[CH:3]=[C:4]2[C:9](=[CH:10][CH:11]=1)[S:8][C:7]([CH3:13])([CH3:12])[CH2:6][C:5]2=[O:14].[F:15][C:16]([F:29])([F:28])[S:17](O[S:17]([C:16]([F:29])([F:28])[F:15])(=[O:19])=[O:18])(=[O:19])=[O:18], predict the reaction product. The product is: [F:15][C:16]([F:29])([F:28])[S:17]([O:1][C:2]1[CH:3]=[C:4]2[C:9](=[CH:10][CH:11]=1)[S:8][C:7]([CH3:12])([CH3:13])[CH2:6][C:5]2=[O:14])(=[O:19])=[O:18].